The task is: Predict the reaction yield, written as a fraction of the theoretical maximum amount of product (1.0 means a 100% yield; for example, 0.34 means a 34% yield).. This data is from Reaction yield outcomes from USPTO patents with 853,638 reactions. (1) The product is [CH2:1]([O:3][C:4]1[CH:9]=[C:8]([C:10]([CH3:14])([CH3:13])[CH2:11][O:12][CH3:19])[CH:7]=[CH:6][C:5]=1[I:15])[CH3:2]. The catalyst is O1CCCC1. The reactants are [CH2:1]([O:3][C:4]1[CH:9]=[C:8]([C:10]([CH3:14])([CH3:13])[CH2:11][OH:12])[CH:7]=[CH:6][C:5]=1[I:15])[CH3:2].[H-].[Na+].I[CH3:19]. The yield is 0.850. (2) The reactants are [Br:1][C:2]1[CH:6]=[N:5][N:4]([CH3:7])[C:3]=1[C:8]1[CH:9]=[C:10]([NH2:24])[CH:11]=[CH:12][C:13]=1[O:14][CH2:15][CH2:16][N:17]1[CH2:23][CH2:22][CH2:21][O:20][CH2:19][CH2:18]1.C(N(CC)C(C)C)(C)C.[F:34][C:35]1[CH:36]=[C:37]([CH:41]=[CH:42][C:43]=1[C:44]([F:47])([F:46])[F:45])[C:38](Cl)=[O:39]. The catalyst is CC(N(C)C)=O.CS(C)=O. The product is [Br:1][C:2]1[CH:6]=[N:5][N:4]([CH3:7])[C:3]=1[C:8]1[CH:9]=[C:10]([NH:24][C:38](=[O:39])[C:37]2[CH:41]=[CH:42][C:43]([C:44]([F:45])([F:46])[F:47])=[C:35]([F:34])[CH:36]=2)[CH:11]=[CH:12][C:13]=1[O:14][CH2:15][CH2:16][N:17]1[CH2:23][CH2:22][CH2:21][O:20][CH2:19][CH2:18]1. The yield is 0.530.